From a dataset of NCI-60 drug combinations with 297,098 pairs across 59 cell lines. Regression. Given two drug SMILES strings and cell line genomic features, predict the synergy score measuring deviation from expected non-interaction effect. Drug 1: C1CN1C2=NC(=NC(=N2)N3CC3)N4CC4. Drug 2: CN(C)C1=NC(=NC(=N1)N(C)C)N(C)C. Cell line: MALME-3M. Synergy scores: CSS=14.1, Synergy_ZIP=-3.29, Synergy_Bliss=1.31, Synergy_Loewe=0.173, Synergy_HSA=0.215.